This data is from Aqueous solubility values for 9,982 compounds from the AqSolDB database. The task is: Regression/Classification. Given a drug SMILES string, predict its absorption, distribution, metabolism, or excretion properties. Task type varies by dataset: regression for continuous measurements (e.g., permeability, clearance, half-life) or binary classification for categorical outcomes (e.g., BBB penetration, CYP inhibition). For this dataset (solubility_aqsoldb), we predict Y. (1) The drug is C=CC(=O)OCCCOCC(COCCCOC(=O)C=C)OCCCOC(=O)C=C. The Y is -2.55 log mol/L. (2) The compound is COc1ccc2[nH]c(=S)[nH]c2c1. The Y is -2.75 log mol/L. (3) The drug is CCOc1ccc(C(C)(C)COCc2cccc(Oc3ccccc3)c2)cc1. The Y is -8.58 log mol/L. (4) The Y is -3.36 log mol/L. The drug is C=CC1CN2CCC1C(C(O)c1ccnc3ccc(OC)cc13)C2. (5) The molecule is CCCCCCCCCCCCCCCCCC[NH+](C)C.[Cl-]. The Y is -4.68 log mol/L. (6) The molecule is CCOP(=O)(OCC)Oc1cc(C)[nH]n1. The Y is -2.37 log mol/L.